This data is from Full USPTO retrosynthesis dataset with 1.9M reactions from patents (1976-2016). The task is: Predict the reactants needed to synthesize the given product. The reactants are: [Br:1][C:2]1[CH:7]=[CH:6][C:5]([S:8](Cl)(=[O:10])=[O:9])=[CH:4][C:3]=1[C:12]([F:15])([F:14])[F:13].[CH3:16][N:17]([CH3:25])[CH:18]1[CH2:23][CH2:22][CH:21]([NH2:24])[CH2:20][CH2:19]1.C(N(CC)C(C)C)(C)C. Given the product [Br:1][C:2]1[CH:7]=[CH:6][C:5]([S:8]([NH:24][CH:21]2[CH2:22][CH2:23][CH:18]([N:17]([CH3:25])[CH3:16])[CH2:19][CH2:20]2)(=[O:10])=[O:9])=[CH:4][C:3]=1[C:12]([F:15])([F:14])[F:13], predict the reactants needed to synthesize it.